Dataset: Peptide-MHC class I binding affinity with 185,985 pairs from IEDB/IMGT. Task: Regression. Given a peptide amino acid sequence and an MHC pseudo amino acid sequence, predict their binding affinity value. This is MHC class I binding data. (1) The peptide sequence is VLMKQIPIW. The MHC is HLA-B18:01 with pseudo-sequence HLA-B18:01. The binding affinity (normalized) is 0.0847. (2) The MHC is HLA-A02:06 with pseudo-sequence HLA-A02:06. The binding affinity (normalized) is 0.137. The peptide sequence is ITTFIPISA. (3) The peptide sequence is AYCLSTGCVV. The MHC is Patr-A0701 with pseudo-sequence Patr-A0701. The binding affinity (normalized) is 0.339. (4) The peptide sequence is VMACLVPAA. The MHC is HLA-A02:01 with pseudo-sequence HLA-A02:01. The binding affinity (normalized) is 0.787. (5) The peptide sequence is HLAGFIHAC. The MHC is HLA-A33:01 with pseudo-sequence HLA-A33:01. The binding affinity (normalized) is 0.0772.